From a dataset of HIV replication inhibition screening data with 41,000+ compounds from the AIDS Antiviral Screen. Binary Classification. Given a drug SMILES string, predict its activity (active/inactive) in a high-throughput screening assay against a specified biological target. (1) The molecule is COc1ccc(NC(=O)C(C#N)=C(SC)SC)cc1. The result is 0 (inactive). (2) The compound is N=c1[nH]n2cc3c(nc2c1N=Nc1ccccc1)CCCCC3. The result is 0 (inactive). (3) The compound is O=C(O)c1ccc(Nc2nc3nn(Cc4ccccc4)cc3c(=O)s2)cc1. The result is 1 (active). (4) The compound is O=S(O)Cc1ccccc1CSSSCc1ccccc1CS(=O)O. The result is 0 (inactive). (5) The molecule is S=c1[nH]nc(COc2ccc(Cl)cc2)o1. The result is 0 (inactive). (6) The drug is CCOC(=O)NC(=O)c1cnc(O)nc1O. The result is 0 (inactive). (7) The result is 0 (inactive). The molecule is S=C(Nc1ccc(N=Nc2ccccc2)cc1)SCc1ccc2c(c1)OCO2. (8) The molecule is Fc1ccccc1C1SCc2nc3cc4ccccc4cc3n21. The result is 0 (inactive).